From a dataset of Peptide-MHC class I binding affinity with 185,985 pairs from IEDB/IMGT. Regression. Given a peptide amino acid sequence and an MHC pseudo amino acid sequence, predict their binding affinity value. This is MHC class I binding data. The peptide sequence is QTHIKTIAV. The MHC is HLA-A02:06 with pseudo-sequence HLA-A02:06. The binding affinity (normalized) is 0.215.